Dataset: Forward reaction prediction with 1.9M reactions from USPTO patents (1976-2016). Task: Predict the product of the given reaction. The product is: [Cl:1][C:2]1[C:7]2[CH:8]=[C:9]([CH2:11][O:14][C:15]3[CH:16]=[C:17]4[C:21](=[CH:22][CH:23]=3)[N:20]([CH2:24][C:25]3([NH:33][C:34](=[O:40])[O:35][C:36]([CH3:39])([CH3:38])[CH3:37])[CH2:30][O:29][C:28]([CH3:32])([CH3:31])[O:27][CH2:26]3)[CH2:19][CH2:18]4)[O:10][C:6]=2[CH:5]=[C:4]([Cl:13])[CH:3]=1. Given the reactants [Cl:1][C:2]1[C:7]2[CH:8]=[C:9]([CH2:11]Cl)[O:10][C:6]=2[CH:5]=[C:4]([Cl:13])[CH:3]=1.[OH:14][C:15]1[CH:16]=[C:17]2[C:21](=[CH:22][CH:23]=1)[N:20]([CH2:24][C:25]1([NH:33][C:34](=[O:40])[O:35][C:36]([CH3:39])([CH3:38])[CH3:37])[CH2:30][O:29][C:28]([CH3:32])([CH3:31])[O:27][CH2:26]1)[CH2:19][CH2:18]2.C([O-])([O-])=O.[Cs+].[Cs+], predict the reaction product.